From a dataset of TCR-epitope binding with 47,182 pairs between 192 epitopes and 23,139 TCRs. Binary Classification. Given a T-cell receptor sequence (or CDR3 region) and an epitope sequence, predict whether binding occurs between them. (1) The epitope is FTISVTTEIL. The TCR CDR3 sequence is CASSLLGVSTEAFF. Result: 1 (the TCR binds to the epitope). (2) The epitope is FLNGSCGSV. The TCR CDR3 sequence is CASSATGAGTDTQYF. Result: 1 (the TCR binds to the epitope). (3) The epitope is PROT_97E67BCC. The TCR CDR3 sequence is CASSQEWQGTGYTF. Result: 0 (the TCR does not bind to the epitope). (4) The epitope is IPIQASLPF. The TCR CDR3 sequence is CAISEWDGTYGYTF. Result: 0 (the TCR does not bind to the epitope). (5) The TCR CDR3 sequence is CASSPTETYEQYF. The epitope is HPKVSSEVHI. Result: 0 (the TCR does not bind to the epitope). (6) The epitope is HSKKKCDEL. The TCR CDR3 sequence is CASSQGGIGEAFF. Result: 0 (the TCR does not bind to the epitope).